Dataset: Experimentally validated miRNA-target interactions with 360,000+ pairs, plus equal number of negative samples. Task: Binary Classification. Given a miRNA mature sequence and a target amino acid sequence, predict their likelihood of interaction. (1) The protein sequence of the target gene is MAETNNECSIKVLCRFRPLNQAEILRGDKFIPIFQGDDSVIIGGKPYVFDRVFPPNTTQEQVYHACAMQIVKDVLAGYNGTIFAYGQTSSGKTHTMEGKLHDPQLMGIIPRIARDIFNHIYSMDENLEFHIKVSYFEIYLDKIRDLLDVTKTNLSVHEDKNRVPFVKGCTERFVSSPEEILDVIDEGKSNRHVAVTNMNEHSSRSHSIFLINIKQENVETEQKLSGKLYLVDLAGSEKVSKTGAEGAVLDEAKNINKSLSALGNVISALAEGTKSYVPYRDSKMTRILQDSLGGNCRTTM.... The miRNA is hsa-miR-3195 with sequence CGCGCCGGGCCCGGGUU. Result: 0 (no interaction). (2) The miRNA is hsa-miR-3186-3p with sequence UCACGCGGAGAGAUGGCUUUG. The protein sequence of the target gene is MAAAKKAVLGPLVGAVDQGTSSTRFLVFNSKTAELLSHHQVEIKQEFPREGWVEQDPKEILQSVYECIEKTCEKLGQLNIDISNIKAIGVSNQRETTVVWDKVTGEPLYNAVVWLDLRTQSTVENLSKRIPGNNNFVKSKTGLPLSTYFSAVKLRWLLDNVKKVQEAVEENRALFGTIDSWLIWSLTGGIHGGVHCTDVTNASRTMLFNIHSLEWDKELCEFFGIPMEILPNVRSSSEIYGLMKISHSLKAGALEGVPISGCLGDQSAALVGQMCFQDGQAKNTYGTGCFLLCNTGHKCV.... Result: 0 (no interaction). (3) The miRNA is mmu-miR-466m-3p with sequence UACAUACACACAUACACACGCA. The protein sequence of the target gene is METHISCLFPELLAMIFGYLDVRDKGRAAQVCTAWRDAAYHKSVWRGVEAKLHLRRANPSLFPSLQARGIRRVQILSLRRSLSYVIQGMANIESLNLSGCYNLTDNGLGHAFVQEIGSLRALNLSLCKQITDSSLGRIAQYLKGLEVLELGGCSNITNTGLLLIAWGLQRLKSLNLRSCRHLSDVGIGHLAGMTRSAAEGCLGLEQLTLQDCQKLTDLSLKHISRGLTGLRLLNLSFCGGISDAGLLHLSHMGSLRSLNLRSCDNISDTGIMHLAMGSLRLSGLDVSFCDKVGDQSLAYI.... Result: 1 (interaction). (4) The miRNA is hsa-miR-4283 with sequence UGGGGCUCAGCGAGUUU. The protein sequence of the target gene is MEVFPFLLVLSVWWSRTWDSANADSIIHIGAIFDESAKKDDEVFRTAVGDLNQNEEILQTEKITFSVTFVDGNNPFQAVQEACELMNQGILALVSSIGCTSAGSLQSLADAMHIPHLFIQRSTAGTPRSGCGLTRSNRNDDYTLSVRPPVYLHDVILRVVTEYAWQKFIIFYDSEYDIRGIQEFLDKVSQQGMDVALQKVENNINKMITTLFDTMRIEELNRYRDTLRRAILVMNPATAKSFITEVVETNLVAFDCHWIIINEEINDVDVQELVRRSIGRLTIIRQTFPVPQNISQRCFR.... Result: 0 (no interaction). (5) The miRNA is hsa-miR-548g-5p with sequence UGCAAAAGUAAUUGCAGUUUUUG. The protein sequence of the target gene is MKMQKGNVLLMFGLLLHLEAATNSNETSTSANTGSSVISSGASTATNSGSSVTSSGVSTATISGSSVTSNGVSIVTNSEFHTTSSGISTATNSEFSTVSSGISIATNSESSTTSSGASTATNSESSTPSSGASTATNSDSSTTSSGASTATNSDSSTTSSEASTATNSESSTTSSGASTATNSESSTVSSRASTATNSESSTTSSGASTATNSESRTTSNGAGTATNSESSTTSSGASTATNSESSTPSSGAGTATNSESSTTSSGAGTATNSESSTVSSGISTVTNSESSTPSSGANTA.... Result: 1 (interaction). (6) The miRNA is hsa-miR-4796-3p with sequence UAAAGUGGCAGAGUAUAGACAC. The protein sequence of the target gene is MGQKLSGSLKSVEVREPALRPAKRELRGLEPGRPARLDQLLDMPAAGLAVQLRHAWNPEDRSLNVFVKDDDRLTFHRHPVAQSTDGIRGKVGHARGLHAWQIHWPARQRGTHAVVGVATARAPLHSVGYTALVGSDSESWGWDLGRSRLYHDGKNRPGVAYPAFLGPDEAFALPDSLLVVLDMDEGTLSFIVDGQYLGVAFRGLKGKKLYPVVSAVWGHCEVTMRYINGLDPEPLPLMDLCRRSIRSALGRQRLRDIGSLPLPQSLKNYLQYQ. Result: 0 (no interaction).